This data is from NCI-60 drug combinations with 297,098 pairs across 59 cell lines. The task is: Regression. Given two drug SMILES strings and cell line genomic features, predict the synergy score measuring deviation from expected non-interaction effect. (1) Drug 1: COC1=C(C=C2C(=C1)N=CN=C2NC3=CC(=C(C=C3)F)Cl)OCCCN4CCOCC4. Drug 2: C1=NC(=NC(=O)N1C2C(C(C(O2)CO)O)O)N. Cell line: UO-31. Synergy scores: CSS=26.5, Synergy_ZIP=-6.23, Synergy_Bliss=-3.62, Synergy_Loewe=-2.48, Synergy_HSA=-1.50. (2) Drug 1: C1CC(C1)(C(=O)O)C(=O)O.[NH2-].[NH2-].[Pt+2]. Drug 2: C1=CC=C(C(=C1)C(C2=CC=C(C=C2)Cl)C(Cl)Cl)Cl. Cell line: COLO 205. Synergy scores: CSS=0.309, Synergy_ZIP=0.320, Synergy_Bliss=-0.510, Synergy_Loewe=-1.99, Synergy_HSA=-2.28. (3) Drug 1: C1=NC2=C(N=C(N=C2N1C3C(C(C(O3)CO)O)F)Cl)N. Drug 2: C1=CC=C(C=C1)NC(=O)CCCCCCC(=O)NO. Cell line: HCC-2998. Synergy scores: CSS=32.5, Synergy_ZIP=-3.43, Synergy_Bliss=0.688, Synergy_Loewe=-6.95, Synergy_HSA=2.28.